From a dataset of Catalyst prediction with 721,799 reactions and 888 catalyst types from USPTO. Predict which catalyst facilitates the given reaction. (1) Reactant: [Li]CCCC.CCCCCC.C(NC(C)C)(C)C.[CH2:19]1[C:23]2([CH2:28][CH2:27][C:26](=[O:29])[CH2:25][CH2:24]2)[CH2:22][CH2:21][CH2:20]1.[F:30][C:31]([F:50])([F:49])[S:32](N(C1C=CC=CN=1)[S:32]([C:31]([F:50])([F:49])[F:30])(=[O:34])=[O:33])(=[O:34])=[O:33]. Product: [F:30][C:31]([F:50])([F:49])[S:32]([O:29][C:26]1[CH2:27][CH2:28][C:23]2([CH2:19][CH2:20][CH2:21][CH2:22]2)[CH2:24][CH:25]=1)(=[O:34])=[O:33]. The catalyst class is: 1. (2) Reactant: Cl.[C:2]1([CH3:10])[CH:7]=[CH:6][C:5]([NH:8][NH2:9])=[CH:4][CH:3]=1.[CH3:11][C:12]([CH3:20])([C:15](=O)[CH2:16][C:17]#[N:18])[C:13]#[N:14]. Product: [NH2:18][C:17]1[N:8]([C:5]2[CH:6]=[CH:7][C:2]([CH3:10])=[CH:3][CH:4]=2)[N:9]=[C:15]([C:12]([CH3:20])([CH3:11])[C:13]#[N:14])[CH:16]=1. The catalyst class is: 14. (3) Reactant: [Cl:1][C:2]1[C:3]2[C:10]([C:11]3[CH:16]=[CH:15][CH:14]=[CH:13][CH:12]=3)=[C:9]([C:17]3[CH:22]=[CH:21][C:20]([O:23]C)=[CH:19][CH:18]=3)[O:8][C:4]=2[N:5]=[CH:6][N:7]=1.B(Br)(Br)Br. Product: [Cl:1][C:2]1[C:3]2[C:10]([C:11]3[CH:16]=[CH:15][CH:14]=[CH:13][CH:12]=3)=[C:9]([C:17]3[CH:18]=[CH:19][C:20]([OH:23])=[CH:21][CH:22]=3)[O:8][C:4]=2[N:5]=[CH:6][N:7]=1. The catalyst class is: 2. (4) Reactant: [C:1]([C:3]1[CH:8]=[CH:7][C:6]([C:9]2[CH:32]=[CH:31][C:12]3[C:13]([CH2:16][CH2:17][CH:18]4[CH2:23][CH2:22][N:21]([C:24]([O:26][C:27]([CH3:30])([CH3:29])[CH3:28])=[O:25])[CH2:20][CH2:19]4)=[N:14][O:15][C:11]=3[C:10]=2[CH2:33]O)=[CH:5][CH:4]=1)#[N:2].[CH2:35]([N:37](CC)[CH2:38]C)C.CS(Cl)(=O)=O. Product: [C:1]([C:3]1[CH:4]=[CH:5][C:6]([C:9]2[CH:32]=[CH:31][C:12]3[C:13]([CH2:16][CH2:17][CH:18]4[CH2:23][CH2:22][N:21]([C:24]([O:26][C:27]([CH3:29])([CH3:30])[CH3:28])=[O:25])[CH2:20][CH2:19]4)=[N:14][O:15][C:11]=3[C:10]=2[CH2:33][N:37]([CH3:38])[CH3:35])=[CH:7][CH:8]=1)#[N:2]. The catalyst class is: 7. (5) Reactant: [OH:1][C:2]1[CH:3]=[CH:4][C:5]([C:12](=[O:14])[CH3:13])=[C:6]2[C:11]=1[CH2:10][CH2:9][CH2:8][CH2:7]2.C(N(CC)CC)C.[S:22](O[S:22]([C:25]([F:28])([F:27])[F:26])(=[O:24])=[O:23])([C:25]([F:28])([F:27])[F:26])(=[O:24])=[O:23]. Product: [F:26][C:25]([F:28])([F:27])[S:22]([O:1][C:2]1[CH:3]=[CH:4][C:5]([C:12](=[O:14])[CH3:13])=[C:6]2[C:11]=1[CH2:10][CH2:9][CH2:8][CH2:7]2)(=[O:24])=[O:23]. The catalyst class is: 2. (6) Reactant: C[O:2][C:3]1[CH:4]=[C:5]2[C:9](=[CH:10][CH:11]=1)[C:8]1([N:16]3[CH:17]=[N:18][CH:19]=[C:15]3[CH2:14][CH2:13][CH2:12]1)[CH2:7][CH2:6]2.B(Br)(Br)Br.C(=O)([O-])O.[Na+]. Product: [C:8]12([N:16]3[CH:17]=[N:18][CH:19]=[C:15]3[CH2:14][CH2:13][CH2:12]1)[C:9]1[C:5](=[CH:4][C:3]([OH:2])=[CH:11][CH:10]=1)[CH2:6][CH2:7]2. The catalyst class is: 4. (7) Reactant: [C:1]([O:5][C:6]([N-:8][S:9]([N:12]1[CH:17]=[CH:16][C:15](=[N+](C)C)[CH:14]=[CH:13]1)(=[O:11])=[O:10])=[O:7])([CH3:4])([CH3:3])[CH3:2].FC(F)(F)C(O)=O.O1CCN(C2C3N(C=C(/C=C/C4C=CC5C(=CC=CC=5)N=4)N=3)C(C3C=CC(N4CCC(C(O)=O)CC4)=CC=3)=CN=2)CC1.FC(F)(F)C(O)=O.N1CCC([C:83]2[N:88]3[CH:89]=[C:90]([CH2:92][O:93][C:94]4[CH:103]=[CH:102][C:101]5[C:96](=[CH:97][CH:98]=[CH:99][CH:100]=5)[N:95]=4)[N:91]=[C:87]3[C:86]([N:104]3[CH2:109][CH2:108][O:107][CH2:106][CH2:105]3)=[N:85][CH:84]=2)CC1.CCN(C(C)C)C(C)C. Product: [O:107]1[CH2:108][CH2:109][N:104]([C:86]2[C:87]3[N:88]([CH:89]=[C:90]([CH2:92][O:93][C:94]4[CH:103]=[CH:102][C:101]5[C:96](=[CH:97][CH:98]=[CH:99][CH:100]=5)[N:95]=4)[N:91]=3)[C:83]([CH:15]3[CH2:14][CH2:13][N:12]([S:9]([NH:8][C:6](=[O:7])[O:5][C:1]([CH3:2])([CH3:3])[CH3:4])(=[O:10])=[O:11])[CH2:17][CH2:16]3)=[CH:84][N:85]=2)[CH2:105][CH2:106]1. The catalyst class is: 2. (8) Reactant: Cl[C:2]1[S:6][N:5]=[C:4]([C:7]2[CH:12]=[CH:11][N:10]=[CH:9][CH:8]=2)[N:3]=1.FC(F)(F)C(O)=O.[O:20]1[C:24]2[CH:25]=[CH:26][CH:27]=[CH:28][C:23]=2[C:22]([NH:29][C:30]([N:32]2[CH2:37][CH2:36][NH:35][CH2:34][CH2:33]2)=[O:31])=[N:21]1.C(N(CC)CC)C.O. Product: [O:20]1[C:24]2[CH:25]=[CH:26][CH:27]=[CH:28][C:23]=2[C:22]([NH:29][C:30]([N:32]2[CH2:37][CH2:36][N:35]([C:2]3[S:6][N:5]=[C:4]([C:7]4[CH:12]=[CH:11][N:10]=[CH:9][CH:8]=4)[N:3]=3)[CH2:34][CH2:33]2)=[O:31])=[N:21]1. The catalyst class is: 9.